Regression/Classification. Given a drug SMILES string, predict its absorption, distribution, metabolism, or excretion properties. Task type varies by dataset: regression for continuous measurements (e.g., permeability, clearance, half-life) or binary classification for categorical outcomes (e.g., BBB penetration, CYP inhibition). Dataset: cyp2d6_veith. From a dataset of CYP2D6 inhibition data for predicting drug metabolism from PubChem BioAssay. (1) The drug is CCNC(=S)NNC(=O)c1ccoc1C. The result is 0 (non-inhibitor). (2) The compound is CC(C)NC[C@@H](O)COc1cccc2[nH]ccc12. The result is 1 (inhibitor). (3) The compound is NNC(=O)[C@@H](O)[C@H](O)C(=O)NN. The result is 0 (non-inhibitor). (4) The compound is CC(=O)OC[C@@H]1O[C@@H](O/N=C2/C[C@@H](O)[C@@H](O)[C@H]3[C@@H]2CC[C@@H]2C(=O)N(Cc4ccccc4)C(=O)[C@H]23)[C@H](OC(C)=O)[C@H](OC(C)=O)[C@@H]1OC(C)=O. The result is 1 (inhibitor). (5) The molecule is COc1ccc(OC)c2[nH]c(=O)c(CCNS(=O)(=O)c3ccccc3)cc12. The result is 0 (non-inhibitor). (6) The molecule is O=S1(=O)CCN(c2ccccc2CC(c2c[nH]c3ccccc23)c2c[nH]c3ccccc23)CC1. The result is 0 (non-inhibitor). (7) The molecule is CS(=O)(=O)N1CCC2(CCCN(Cc3ccccc3)C2)CC1. The result is 1 (inhibitor).